Dataset: Reaction yield outcomes from USPTO patents with 853,638 reactions. Task: Predict the reaction yield, written as a fraction of the theoretical maximum amount of product (1.0 means a 100% yield; for example, 0.34 means a 34% yield). The reactants are Br[C:2]1[C:3]([Cl:9])=[CH:4][C:5]([Cl:8])=[N:6][CH:7]=1.C(P(C12CC3CC(CC(C3)C1)C2)[C:15]12[CH2:24]C3CC(CC(C3)[CH2:16]1)C2)CCC.C1([B-](F)(F)F)CC1.[K+].C([O-])([O-])=O.[Cs+].[Cs+]. The catalyst is C1(C)C=CC=CC=1.O.CC([O-])=O.CC([O-])=O.[Pd+2].C(OCC)(=O)C.CCCCCCC. The product is [Cl:8][C:5]1[CH:4]=[C:3]([Cl:9])[C:2]([CH:24]2[CH2:15][CH2:16]2)=[CH:7][N:6]=1. The yield is 0.400.